Dataset: Full USPTO retrosynthesis dataset with 1.9M reactions from patents (1976-2016). Task: Predict the reactants needed to synthesize the given product. (1) Given the product [CH:7]1[C:6]2[CH:5]([CH2:4][O:3][C:1]([NH:18][C@H:19]([CH:20]([CH3:21])[CH3:22])[C:23]([O:25][C@H:60](/[CH:61]=[CH:62]/[CH2:63][CH2:64][S:65][C:66]([C:67]3[CH:72]=[CH:71][CH:70]=[CH:69][CH:68]=3)([C:79]3[CH:84]=[CH:83][CH:82]=[CH:81][CH:80]=3)[C:73]3[CH:74]=[CH:75][CH:76]=[CH:77][CH:78]=3)[CH2:59][C:58]([NH:57][CH2:56][C:52]3[CH:53]=[CH:54][CH:55]=[C:50]([CH2:49][N:43]([CH2:36][C:37]4[CH:42]=[CH:41][CH:40]=[CH:39][CH:38]=4)[CH2:44][C:45]([O:47][CH3:48])=[O:46])[N:51]=3)=[O:86])=[O:24])=[O:2])[C:17]3[C:12](=[CH:13][CH:14]=[CH:15][CH:16]=3)[C:11]=2[CH:10]=[CH:9][CH:8]=1, predict the reactants needed to synthesize it. The reactants are: [C:1]([NH:18][C@H:19]([C:23]([OH:25])=[O:24])[CH:20]([CH3:22])[CH3:21])([O:3][CH2:4][CH:5]1[C:17]2[C:12](=[CH:13][CH:14]=[CH:15][CH:16]=2)[C:11]2[C:6]1=[CH:7][CH:8]=[CH:9][CH:10]=2)=[O:2].CCN(C(C)C)C(C)C.[Cl-].[CH2:36]([N:43]([CH2:49][C:50]1[CH:55]=[CH:54][CH:53]=[C:52]([CH2:56][NH:57][C:58](=[O:86])[CH2:59][C@H:60](O)/[CH:61]=[CH:62]/[CH2:63][CH2:64][S:65][C:66]([C:79]2[CH:84]=[CH:83][CH:82]=[CH:81][CH:80]=2)([C:73]2[CH:78]=[CH:77][CH:76]=[CH:75][CH:74]=2)[C:67]2[CH:72]=[CH:71][CH:70]=[CH:69][CH:68]=2)[N:51]=1)[CH2:44][C:45]([O:47][CH3:48])=[O:46])[C:37]1[CH:42]=[CH:41][CH:40]=[CH:39][CH:38]=1. (2) Given the product [CH3:1][C:2]1[CH:3]=[C:4]([NH:8][C:9]2[S:10][C:11]([CH2:20][CH2:21][C:22]([O:24][CH3:25])=[O:23])=[C:12]([C:14]3[CH:19]=[CH:18][N:17]=[CH:16][CH:15]=3)[N:13]=2)[CH:5]=[CH:6][CH:7]=1, predict the reactants needed to synthesize it. The reactants are: [CH3:1][C:2]1[CH:3]=[C:4]([NH:8][C:9]2[S:10][C:11](/[CH:20]=[CH:21]/[C:22]([O:24][CH3:25])=[O:23])=[C:12]([C:14]3[CH:19]=[CH:18][N:17]=[CH:16][CH:15]=3)[N:13]=2)[CH:5]=[CH:6][CH:7]=1. (3) Given the product [CH3:20][C@@:10]12[C@H:9]3[CH2:8][CH2:7][C@@:6]4([CH3:21])[C@H:5]([C@@H:18]3[CH2:17][CH:16]=[C:15]1[NH:14][C:13](=[O:19])[CH2:12][CH2:11]2)[CH2:4][CH:3]=[C:2]4[C:23]#[C:22][Si:24]([CH3:27])([CH3:26])[CH3:25], predict the reactants needed to synthesize it. The reactants are: I[C:2]1[C@@:6]2([CH3:21])[CH2:7][CH2:8][C@H:9]3[C@H:18]([C@@H:5]2[CH2:4][CH:3]=1)[CH2:17][CH:16]=[C:15]1[C@:10]3([CH3:20])[CH2:11][CH2:12][C:13](=[O:19])[NH:14]1.[C:22]([Si:24]([CH3:27])([CH3:26])[CH3:25])#[CH:23].